This data is from Full USPTO retrosynthesis dataset with 1.9M reactions from patents (1976-2016). The task is: Predict the reactants needed to synthesize the given product. Given the product [C:40]([NH:43][CH:44]1[CH2:48][CH2:47][N:46]([C:16]2[N:17]=[C:18]([C:19]3[CH:24]=[CH:23][CH:22]=[CH:21][C:20]=3[CH3:25])[C:9]3[C:8](=[O:30])[N:7]([CH2:6][C:5]4[CH:31]=[C:32]([C:34]([F:36])([F:37])[F:35])[CH:33]=[C:3]([C:2]([F:1])([F:38])[F:39])[CH:4]=4)[CH2:14][CH2:13][CH2:12][NH:11][C:10]=3[N:15]=2)[CH2:45]1)(=[O:42])[CH3:41], predict the reactants needed to synthesize it. The reactants are: [F:1][C:2]([F:39])([F:38])[C:3]1[CH:4]=[C:5]([CH:31]=[C:32]([C:34]([F:37])([F:36])[F:35])[CH:33]=1)[CH2:6][N:7]1[CH2:14][CH2:13][CH2:12][NH:11][C:10]2[N:15]=[C:16](S(C)(=O)=O)[N:17]=[C:18]([C:19]3[CH:24]=[CH:23][CH:22]=[CH:21][C:20]=3[CH3:25])[C:9]=2[C:8]1=[O:30].[C:40]([NH:43][CH:44]1[CH2:48][CH2:47][NH:46][CH2:45]1)(=[O:42])[CH3:41].